Predict the reaction yield, written as a fraction of the theoretical maximum amount of product (1.0 means a 100% yield; for example, 0.34 means a 34% yield). From a dataset of Reaction yield outcomes from USPTO patents with 853,638 reactions. The reactants are Cl[C:2]1[NH:3][C:4]([C:12]2[C:17]([F:18])=[CH:16][CH:15]=[CH:14][C:13]=2[F:19])=[CH:5][C:6]=1[C:7]([O:9][CH2:10][CH3:11])=[O:8]. The catalyst is C(O)C.[C].[Pd]. The product is [F:19][C:13]1[CH:14]=[CH:15][CH:16]=[C:17]([F:18])[C:12]=1[C:4]1[NH:3][CH:2]=[C:6]([C:7]([O:9][CH2:10][CH3:11])=[O:8])[CH:5]=1. The yield is 0.240.